This data is from NCI-60 drug combinations with 297,098 pairs across 59 cell lines. The task is: Regression. Given two drug SMILES strings and cell line genomic features, predict the synergy score measuring deviation from expected non-interaction effect. Drug 1: CC1C(C(CC(O1)OC2CC(CC3=C2C(=C4C(=C3O)C(=O)C5=C(C4=O)C(=CC=C5)OC)O)(C(=O)C)O)N)O.Cl. Drug 2: C#CCC(CC1=CN=C2C(=N1)C(=NC(=N2)N)N)C3=CC=C(C=C3)C(=O)NC(CCC(=O)O)C(=O)O. Cell line: HL-60(TB). Synergy scores: CSS=42.7, Synergy_ZIP=-10.7, Synergy_Bliss=-19.5, Synergy_Loewe=-28.9, Synergy_HSA=-17.5.